From a dataset of Full USPTO retrosynthesis dataset with 1.9M reactions from patents (1976-2016). Predict the reactants needed to synthesize the given product. (1) The reactants are: [CH3:1][O:2][C:3]1[CH:4]=[C:5]([CH:9]=[C:10]([O:14][CH3:15])[C:11]=1[O:12][CH3:13])[C:6]([OH:8])=O.C(C1NC=CN=1)(C1NC=CN=1)=O.O/[N:29]=[C:30](\[NH2:48])/[C:31]1[CH:36]=[CH:35][C:34]([C:37]2[NH:41][C:40]3[CH:42]=[CH:43][C:44]([O:46][CH3:47])=[CH:45][C:39]=3[N:38]=2)=[CH:33][CH:32]=1. Given the product [CH3:47][O:46][C:44]1[CH:43]=[CH:42][C:40]2[NH:41][C:37]([C:34]3[CH:33]=[CH:32][C:31]([C:30]4[N:48]=[C:6]([C:5]5[CH:9]=[C:10]([O:14][CH3:15])[C:11]([O:12][CH3:13])=[C:3]([O:2][CH3:1])[CH:4]=5)[O:8][N:29]=4)=[CH:36][CH:35]=3)=[N:38][C:39]=2[CH:45]=1, predict the reactants needed to synthesize it. (2) Given the product [I:32][C:3]1[N:4]2[CH:9]=[C:8]([C:10]3[CH:11]=[C:12]([NH:18][S:19]([CH:22]4[CH2:23][CH2:24]4)(=[O:21])=[O:20])[C:13]([O:16][CH3:17])=[N:14][CH:15]=3)[CH:7]=[CH:6][C:5]2=[N:1][CH:2]=1, predict the reactants needed to synthesize it. The reactants are: [N:1]1[CH:2]=[CH:3][N:4]2[CH:9]=[C:8]([C:10]3[CH:11]=[C:12]([NH:18][S:19]([CH:22]4[CH2:24][CH2:23]4)(=[O:21])=[O:20])[C:13]([O:16][CH3:17])=[N:14][CH:15]=3)[CH:7]=[CH:6][C:5]=12.C1C(=O)N([I:32])C(=O)C1. (3) Given the product [Si:1]([O:8][CH2:9][CH2:10][CH:11]1[C:16]2[S:17][C:18]([C:21]([NH2:26])=[O:23])=[C:19]([Cl:20])[C:15]=2[CH2:14][CH2:13][O:12]1)([C:4]([CH3:7])([CH3:6])[CH3:5])([CH3:3])[CH3:2], predict the reactants needed to synthesize it. The reactants are: [Si:1]([O:8][CH2:9][CH2:10][CH:11]1[C:16]2[S:17][C:18]([C:21]([OH:23])=O)=[C:19]([Cl:20])[C:15]=2[CH2:14][CH2:13][O:12]1)([C:4]([CH3:7])([CH3:6])[CH3:5])([CH3:3])[CH3:2].C([N:26](CC)CC)C.CS(Cl)(=O)=O.N.O1CCOCC1. (4) Given the product [CH:27]([CH:10]1[CH2:9][N:8]([C:5]2[N:6]=[N:7][C:2]([NH:1][CH:31]([CH3:33])[CH3:30])=[CH:3][CH:4]=2)[CH2:13][CH2:12][N:11]1[C:14](=[S:26])[NH:15][C:16]1[CH:25]=[CH:24][CH:23]=[C:22]2[C:17]=1[CH:18]=[CH:19][CH:20]=[N:21]2)([CH3:29])[CH3:28], predict the reactants needed to synthesize it. The reactants are: [NH2:1][C:2]1[N:7]=[N:6][C:5]([N:8]2[CH2:13][CH2:12][N:11]([C:14](=[S:26])[NH:15][C:16]3[CH:25]=[CH:24][CH:23]=[C:22]4[C:17]=3[CH:18]=[CH:19][CH:20]=[N:21]4)[CH:10]([CH:27]([CH3:29])[CH3:28])[CH2:9]2)=[CH:4][CH:3]=1.[CH3:30][C:31]([CH3:33])=O.C(O)(=O)C.C(O[BH-](OC(=O)C)OC(=O)C)(=O)C.[Na+]. (5) Given the product [CH2:1]1[C@@H:6]([C:7]#[N:8])[N:5]([C:9]([C@@H:11]([NH2:23])[C:12]23[CH2:21][C:19]4([OH:22])[CH2:20][CH:14]([CH2:15][CH:16]([CH2:18]4)[CH2:17]2)[CH2:13]3)=[O:10])[C@@H:4]2[C@H:2]1[CH2:3]2.[OH2:10], predict the reactants needed to synthesize it. The reactants are: [CH2:1]1[C@@H:6]([C:7]#[N:8])[N:5]([C:9]([C@@H:11]([NH2:23])[C:12]23[CH2:21][C:19]4([OH:22])[CH2:20][CH:14]([CH2:15][CH:16]([CH2:18]4)[CH2:17]2)[CH2:13]3)=[O:10])[C@@H:4]2[C@H:2]1[CH2:3]2.Cl.